Regression. Given a peptide amino acid sequence and an MHC pseudo amino acid sequence, predict their binding affinity value. This is MHC class II binding data. From a dataset of Peptide-MHC class II binding affinity with 134,281 pairs from IEDB. (1) The peptide sequence is AVTFVNAPAFAAERG. The MHC is HLA-DQA10501-DQB10301 with pseudo-sequence HLA-DQA10501-DQB10301. The binding affinity (normalized) is 0.526. (2) The peptide sequence is YLVCGERGFFYTPKT. The MHC is DRB1_1501 with pseudo-sequence DRB1_1501. The binding affinity (normalized) is 0.143. (3) The peptide sequence is YDKFLANVSTVLTGF. The MHC is DRB1_0802 with pseudo-sequence DRB1_0802. The binding affinity (normalized) is 0.766. (4) The peptide sequence is LPQILAECARRRLRTHHHHHH. The MHC is DRB5_0101 with pseudo-sequence DRB5_0101. The binding affinity (normalized) is 0.787. (5) The MHC is DRB1_0101 with pseudo-sequence DRB1_0101. The peptide sequence is TLVPVVDGRGNYNTD. The binding affinity (normalized) is 0.211. (6) The peptide sequence is YFRNEQSIPPLIKKY. The MHC is DRB1_0301 with pseudo-sequence DRB1_0301. The binding affinity (normalized) is 0.205. (7) The peptide sequence is PWNAFPGKVCGSNLLSICKT. The binding affinity (normalized) is 0. The MHC is H-2-IAd with pseudo-sequence H-2-IAd. (8) The peptide sequence is YDKFLQNVSTVLTGK. The MHC is DRB1_1302 with pseudo-sequence DRB1_1302. The binding affinity (normalized) is 0.788. (9) The peptide sequence is EAYRMRFAAVITRVI. The MHC is DRB1_0301 with pseudo-sequence DRB1_0301. The binding affinity (normalized) is 0.519. (10) The peptide sequence is ATSPTAEGGKATTEE. The MHC is HLA-DPA10103-DPB10401 with pseudo-sequence HLA-DPA10103-DPB10401. The binding affinity (normalized) is 0.